This data is from Peptide-MHC class I binding affinity with 185,985 pairs from IEDB/IMGT. The task is: Regression. Given a peptide amino acid sequence and an MHC pseudo amino acid sequence, predict their binding affinity value. This is MHC class I binding data. (1) The peptide sequence is FHNEFTQRL. The MHC is HLA-B46:01 with pseudo-sequence HLA-B46:01. The binding affinity (normalized) is 0.0847. (2) The peptide sequence is IYKGVYQF. The MHC is H-2-Kb with pseudo-sequence H-2-Kb. The binding affinity (normalized) is 0.0404. (3) The peptide sequence is AITTPQMTL. The MHC is HLA-A01:01 with pseudo-sequence HLA-A01:01. The binding affinity (normalized) is 0.0847.